Dataset: Reaction yield outcomes from USPTO patents with 853,638 reactions. Task: Predict the reaction yield, written as a fraction of the theoretical maximum amount of product (1.0 means a 100% yield; for example, 0.34 means a 34% yield). (1) The reactants are [SH:1][C:2]1[S:3][C:4]2[CH:10]=[CH:9][C:8]([C:11]#[N:12])=[CH:7][C:5]=2[N:6]=1.[Cl:13][C:14]1[CH:19]=[C:18]([N+:20]([O-:22])=[O:21])[CH:17]=[CH:16][C:15]=1F.[H-].[Na+]. The catalyst is CN(C=O)C. The product is [Cl:13][C:14]1[CH:19]=[C:18]([N+:20]([O-:22])=[O:21])[CH:17]=[CH:16][C:15]=1[S:1][C:2]1[S:3][C:4]2[CH:10]=[CH:9][C:8]([C:11]#[N:12])=[CH:7][C:5]=2[N:6]=1. The yield is 0.920. (2) The reactants are C(N(C(C)C)CC)(C)C.[CH2:10](Br)[C:11]1[CH:16]=[CH:15][CH:14]=[CH:13][CH:12]=1.[NH:18]([CH2:22][CH2:23][OH:24])[CH2:19][CH2:20][OH:21]. The catalyst is C(Cl)(Cl)Cl. The product is [CH2:10]([N:18]([CH2:22][CH2:23][OH:24])[CH2:19][CH2:20][OH:21])[C:11]1[CH:16]=[CH:15][CH:14]=[CH:13][CH:12]=1. The yield is 0.794. (3) The reactants are [CH2:1]([O:3][C@@H:4]([CH2:10][C:11]1[CH:16]=[CH:15][C:14]([OH:17])=[CH:13][CH:12]=1)[C:5]([O:7][CH2:8][CH3:9])=[O:6])[CH3:2].C(=O)([O-])[O-].[K+].[K+].Br[CH2:25][C:26]([O:28][CH2:29][C:30]1[CH:35]=[CH:34][CH:33]=[CH:32][CH:31]=1)=[O:27]. The catalyst is C(#N)C. The product is [CH2:29]([O:28][C:26](=[O:27])[CH2:25][O:17][C:14]1[CH:13]=[CH:12][C:11]([CH2:10][C@H:4]([O:3][CH2:1][CH3:2])[C:5]([O:7][CH2:8][CH3:9])=[O:6])=[CH:16][CH:15]=1)[C:30]1[CH:35]=[CH:34][CH:33]=[CH:32][CH:31]=1. The yield is 0.580. (4) The catalyst is CCOCC. The yield is 0.750. The product is [F:23][C:24]([F:31])([F:30])[S:25]([O-:28])(=[O:27])=[O:26].[C:16]([C:14]1[C:13]([C:18]#[N:19])=[CH:12][C:11]2[N:7]([C:1]3[CH:2]=[CH:3][CH:4]=[CH:5][CH:6]=3)[CH:8]=[N+:9]([CH3:20])[C:10]=2[CH:15]=1)#[N:17]. The reactants are [C:1]1([N:7]2[C:11]3[CH:12]=[C:13]([C:18]#[N:19])[C:14]([C:16]#[N:17])=[CH:15][C:10]=3[N:9]=[CH:8]2)[CH:6]=[CH:5][CH:4]=[CH:3][CH:2]=1.[CH2:20](Cl)Cl.[F:23][C:24]([F:31])([F:30])[S:25]([O:28]C)(=[O:27])=[O:26]. (5) The product is [Br:1][C:2]1[C:3]([CH3:10])=[CH:4][C:5]([O:8][CH3:9])=[C:6]([CH:7]=1)[CH:11]=[O:12]. The catalyst is C(Cl)Cl.[Ti](Cl)(Cl)(Cl)Cl. The reactants are [Br:1][C:2]1[CH:7]=[CH:6][C:5]([O:8][CH3:9])=[CH:4][C:3]=1[CH3:10].[CH3:11][O:12]C(Cl)Cl.[Cl-].[NH4+]. The yield is 0.320. (6) The yield is 0.600. The catalyst is C1COCC1.CCOC(C)=O. The product is [Br:21][C:11]1[C:6]([NH:5][C:3](=[O:4])[C:2]([CH3:15])([CH3:14])[CH3:1])=[N:7][C:8]([O:12][CH3:13])=[CH:9][CH:10]=1. The reactants are [CH3:1][C:2]([CH3:15])([CH3:14])[C:3]([NH:5][C:6]1[CH:11]=[CH:10][CH:9]=[C:8]([O:12][CH3:13])[N:7]=1)=[O:4].C([Li])CCC.[Br:21]CCBr.O. (7) The reactants are [CH3:1][C:2]1[CH:7]=[CH:6][C:5]([C:8](=[NH:20])[NH:9][C:10]2[CH:15]=[CH:14][C:13]([S:16]([CH3:19])(=[O:18])=[O:17])=[CH:12][CH:11]=2)=[CH:4][CH:3]=1.C(=O)(O)[O-].[Na+].Br[CH2:27][C:28](=[O:33])[C:29]([F:32])([F:31])[F:30]. The catalyst is C(O)(C)C. The product is [CH3:1][C:2]1[CH:3]=[CH:4][C:5]([C:8]2[N:9]([C:10]3[CH:15]=[CH:14][C:13]([S:16]([CH3:19])(=[O:18])=[O:17])=[CH:12][CH:11]=3)[CH2:27][C:28]([OH:33])([C:29]([F:32])([F:31])[F:30])[N:20]=2)=[CH:6][CH:7]=1. The yield is 0.470. (8) The reactants are Cl[C:2]1[N:7]=[C:6]([NH2:8])[CH:5]=[CH:4][N:3]=1.[CH2:9](B(CC)CC)[CH3:10].[O-]P([O-])([O-])=O.[K+].[K+].[K+].O. The catalyst is C1C=CC(P(C2C=CC=CC=2)[C-]2C=CC=C2)=CC=1.C1C=CC(P(C2C=CC=CC=2)[C-]2C=CC=C2)=CC=1.Cl[Pd]Cl.[Fe+2].O1CCCC1. The product is [CH2:9]([C:2]1[N:7]=[C:6]([NH2:8])[CH:5]=[CH:4][N:3]=1)[CH3:10]. The yield is 0.240. (9) The reactants are C([O:5][C:6]([C@H:8]1[CH2:12][CH2:11][CH2:10][N:9]1[C:13](=[O:39])[CH2:14][O:15][C:16]1[CH:21]=[CH:20][CH:19]=[C:18]([CH3:22])[C:17]=1[O:23][CH2:24][C:25]([N:27]1[CH2:31][CH2:30][CH2:29][C@@H:28]1[C:32]([O:34]C(C)(C)C)=[O:33])=[O:26])=[O:7])(C)(C)C. The yield is 0.910. The product is [C:32]([C@H:28]1[CH2:29][CH2:30][CH2:31][N:27]1[C:25](=[O:26])[CH2:24][O:23][C:17]1[C:18]([CH3:22])=[CH:19][CH:20]=[CH:21][C:16]=1[O:15][CH2:14][C:13]([N:9]1[CH2:10][CH2:11][CH2:12][C@@H:8]1[C:6]([OH:7])=[O:5])=[O:39])([OH:34])=[O:33]. The catalyst is FC(F)(F)C(O)=O. (10) The reactants are Br[C:2]1[CH:3]=[C:4]([C:15]([NH:17][CH2:18][C:19]2[C:20](=[O:27])[NH:21][C:22]([CH3:26])=[CH:23][C:24]=2[CH3:25])=[O:16])[C:5]2[CH:10]=[N:9][N:8]([CH:11]3[CH2:14][O:13][CH2:12]3)[C:6]=2[N:7]=1.[CH3:28][C:29]1([CH3:46])[CH2:34][C:33](B2OC(C)(C)C(C)(C)O2)=[CH:32][C:31]([CH3:45])([CH3:44])[NH:30]1.C([O-])([O-])=O.[Na+].[Na+].CCOC(C)=O. The catalyst is O1CCOCC1.C1C=CC([P]([Pd]([P](C2C=CC=CC=2)(C2C=CC=CC=2)C2C=CC=CC=2)([P](C2C=CC=CC=2)(C2C=CC=CC=2)C2C=CC=CC=2)[P](C2C=CC=CC=2)(C2C=CC=CC=2)C2C=CC=CC=2)(C2C=CC=CC=2)C2C=CC=CC=2)=CC=1. The product is [CH3:25][C:24]1[CH:23]=[C:22]([CH3:26])[NH:21][C:20](=[O:27])[C:19]=1[CH2:18][NH:17][C:15]([C:4]1[C:5]2[CH:10]=[N:9][N:8]([CH:11]3[CH2:14][O:13][CH2:12]3)[C:6]=2[N:7]=[C:2]([C:33]2[CH2:32][C:31]([CH3:45])([CH3:44])[NH:30][C:29]([CH3:46])([CH3:28])[CH:34]=2)[CH:3]=1)=[O:16]. The yield is 0.440.